This data is from Full USPTO retrosynthesis dataset with 1.9M reactions from patents (1976-2016). The task is: Predict the reactants needed to synthesize the given product. (1) Given the product [NH2:43][C:2]1[CH:10]=[C:9]([CH3:11])[C:8]2[N:7]([C:12]([O:14][C:15]([CH3:18])([CH3:17])[CH3:16])=[O:13])[C@H:6]3[CH2:19][CH2:20][N:21]([C:23]([O:25][C:26]([CH3:29])([CH3:28])[CH3:27])=[O:24])[CH2:22][C@H:5]3[C:4]=2[CH:3]=1, predict the reactants needed to synthesize it. The reactants are: Br[C:2]1[CH:10]=[C:9]([CH3:11])[C:8]2[N:7]([C:12]([O:14][C:15]([CH3:18])([CH3:17])[CH3:16])=[O:13])[C@H:6]3[CH2:19][CH2:20][N:21]([C:23]([O:25][C:26]([CH3:29])([CH3:28])[CH3:27])=[O:24])[CH2:22][C@H:5]3[C:4]=2[CH:3]=1.C(=[NH:43])(C1C=CC=CC=1)C1C=CC=CC=1.C1C=CC(P(C2C=CC3C(=CC=CC=3)C=2C2C3C(=CC=CC=3)C=CC=2P(C2C=CC=CC=2)C2C=CC=CC=2)C2C=CC=CC=2)=CC=1.CC(C)([O-])C.[Na+].Cl.NO. (2) Given the product [CH2:1]([O:3][CH2:4][C:5]1[O:6][C:7]2[CH:13]=[CH:12][C:11]([O:14][CH2:17][CH:19]3[CH2:20][O:21]3)=[CH:10][C:8]=2[CH:9]=1)[CH3:2], predict the reactants needed to synthesize it. The reactants are: [CH2:1]([O:3][CH2:4][C:5]1[O:6][C:7]2[CH:13]=[CH:12][C:11]([OH:14])=[CH:10][C:8]=2[CH:9]=1)[CH3:2].[OH-].[Na+].[CH2:17]([CH:19]1[O:21][CH2:20]1)Cl.